Dataset: Peptide-MHC class I binding affinity with 185,985 pairs from IEDB/IMGT. Task: Regression. Given a peptide amino acid sequence and an MHC pseudo amino acid sequence, predict their binding affinity value. This is MHC class I binding data. (1) The peptide sequence is IIGFFLVTY. The MHC is HLA-B07:02 with pseudo-sequence HLA-B07:02. The binding affinity (normalized) is 0.0847. (2) The peptide sequence is GSFKEYVFW. The MHC is HLA-A69:01 with pseudo-sequence HLA-A69:01. The binding affinity (normalized) is 0.0847. (3) The peptide sequence is YADILLHSTYF. The binding affinity (normalized) is 0.150. The MHC is Mamu-B03 with pseudo-sequence Mamu-B03. (4) The peptide sequence is HQFTSNPEV. The MHC is HLA-A23:01 with pseudo-sequence HLA-A23:01. The binding affinity (normalized) is 0.0847. (5) The peptide sequence is AEFKYIAAV. The MHC is HLA-B58:01 with pseudo-sequence HLA-B58:01. The binding affinity (normalized) is 0.